This data is from Kir2.1 potassium channel HTS with 301,493 compounds. The task is: Binary Classification. Given a drug SMILES string, predict its activity (active/inactive) in a high-throughput screening assay against a specified biological target. (1) The drug is s1c(nnc1NC(=O)Nc1ccc(OC)cc1)c1c(F)cccc1. The result is 0 (inactive). (2) The result is 0 (inactive). The compound is O1N=C(C2C1(CN(C2)Cc1ccccc1)C(=O)NCC1OCCC1)c1cc([N+]([O-])=O)ccc1. (3) The result is 1 (active). The drug is Clc1c(OCC(=O)NC2CCN(CC2)Cc2ccccc2)cc(cc1)C.